This data is from Forward reaction prediction with 1.9M reactions from USPTO patents (1976-2016). The task is: Predict the product of the given reaction. (1) Given the reactants [NH2:1][C:2]1[C:7]([C:8]2[N:17]([C:18]3[CH:23]=[CH:22][C:21]([C:24]4([NH:28][C:29](=[O:35])[O:30][C:31]([CH3:34])([CH3:33])[CH3:32])[CH2:27][CH2:26][CH2:25]4)=[CH:20][CH:19]=3)[C:11]3=[N:12][C:13](Cl)=[CH:14][CH:15]=[C:10]3[N:9]=2)=[CH:6][CH:5]=[CH:4][N:3]=1.[CH3:36][N:37]([CH3:61])[C:38]([CH:40]1[CH2:45][CH2:44][N:43]([C:46]2[CH:51]=[CH:50][CH:49]=[C:48](B3OC(C)(C)C(C)(C)O3)[CH:47]=2)[CH2:42][CH2:41]1)=[O:39].CC(N)CC1C=CC=CC=1.OP(O)(O)=O.C([O-])([O-])=O.[Na+].[Na+], predict the reaction product. The product is: [NH2:1][C:2]1[C:7]([C:8]2[N:17]([C:18]3[CH:23]=[CH:22][C:21]([C:24]4([NH:28][C:29](=[O:35])[O:30][C:31]([CH3:34])([CH3:33])[CH3:32])[CH2:27][CH2:26][CH2:25]4)=[CH:20][CH:19]=3)[C:11]3=[N:12][C:13]([C:48]4[CH:49]=[CH:50][CH:51]=[C:46]([N:43]5[CH2:44][CH2:45][CH:40]([C:38](=[O:39])[N:37]([CH3:36])[CH3:61])[CH2:41][CH2:42]5)[CH:47]=4)=[CH:14][CH:15]=[C:10]3[N:9]=2)=[CH:6][CH:5]=[CH:4][N:3]=1. (2) The product is: [Br:12][C:10]1[CH:11]=[C:2]([NH:1][CH2:29][C:25]2[CH:24]=[N:23][CH:28]=[CH:27][CH:26]=2)[CH:3]=[C:4]2[C:9]=1[N:8]=[CH:7][C:6]([C:13]#[N:14])=[C:5]2[NH:15][C:16]1[CH:21]=[CH:20][CH:19]=[C:18]([Cl:22])[CH:17]=1. Given the reactants [NH2:1][C:2]1[CH:3]=[C:4]2[C:9](=[C:10]([Br:12])[CH:11]=1)[N:8]=[CH:7][C:6]([C:13]#[N:14])=[C:5]2[NH:15][C:16]1[CH:21]=[CH:20][CH:19]=[C:18]([Cl:22])[CH:17]=1.[N:23]1[CH:28]=[CH:27][CH:26]=[C:25]([CH:29]=O)[CH:24]=1.[BH3-]C#N.[Na+], predict the reaction product. (3) The product is: [Cl:1][C:2]1[CH:3]=[C:4]([C:5]([NH:27][C:28]2[CH:33]=[CH:32][N:31]=[CH:30][CH:29]=2)=[O:7])[CH:8]=[CH:9][C:10]=1[C:11]([NH:12][C:13]1[CH:18]=[CH:17][C:16]([Cl:19])=[C:15]([C:20]2[CH:25]=[CH:24][CH:23]=[CH:22][N:21]=2)[CH:14]=1)=[O:26]. Given the reactants [Cl:1][C:2]1[CH:3]=[C:4]([CH:8]=[CH:9][C:10]=1[C:11](=[O:26])[NH:12][C:13]1[CH:18]=[CH:17][C:16]([Cl:19])=[C:15]([C:20]2[CH:25]=[CH:24][CH:23]=[CH:22][N:21]=2)[CH:14]=1)[C:5]([OH:7])=O.[NH2:27][C:28]1[CH:33]=[CH:32][N:31]=[CH:30][CH:29]=1, predict the reaction product. (4) Given the reactants [Cl:1][C:2]1[CH:7]=[CH:6][C:5]([N+:8]([O-])=O)=[CH:4][C:3]=1[C:11]([NH:13][C:14]1[CH:19]=[CH:18][C:17]([CH2:20][C:21]([O:23][CH2:24][CH3:25])=[O:22])=[CH:16][CH:15]=1)=[O:12].C(O)(=O)C, predict the reaction product. The product is: [NH2:8][C:5]1[CH:6]=[CH:7][C:2]([Cl:1])=[C:3]([C:11]([NH:13][C:14]2[CH:19]=[CH:18][C:17]([CH2:20][C:21]([O:23][CH2:24][CH3:25])=[O:22])=[CH:16][CH:15]=2)=[O:12])[CH:4]=1.